Dataset: Forward reaction prediction with 1.9M reactions from USPTO patents (1976-2016). Task: Predict the product of the given reaction. (1) Given the reactants C1C=C(Cl)C=C(C(OO)=[O:9])C=1.[CH2:12]([C:14]1[NH:15][C:16]2[C:17]([N:23]=1)=[N:18][CH:19]=[CH:20][C:21]=2[CH3:22])[CH3:13], predict the reaction product. The product is: [CH2:12]([C:14]1[NH:15][C:16]2[C:17]([N:23]=1)=[N+:18]([O-:9])[CH:19]=[CH:20][C:21]=2[CH3:22])[CH3:13]. (2) Given the reactants [Cl:1][C:2]1[CH:18]=[CH:17][C:5]2[CH2:6][CH2:7][N:8]([C:11](=[O:16])[C:12]([F:15])([F:14])[F:13])[CH2:9][CH2:10][C:4]=2[C:3]=1OS(C(F)(F)F)(=O)=O.[CH:27]1([CH2:30][N:31]2[CH:35]=[CH:34][C:33]([C:36]3[CH:43]=[CH:42][C:39]([CH2:40][NH2:41])=[CH:38][CH:37]=3)=[N:32]2)[CH2:29][CH2:28]1.C1C=CC(P(C2C(C3C(P(C4C=CC=CC=4)C4C=CC=CC=4)=CC=C4C=3C=CC=C4)=C3C(C=CC=C3)=CC=2)C2C=CC=CC=2)=CC=1.C(=O)([O-])[O-].[Cs+].[Cs+], predict the reaction product. The product is: [Cl:1][C:2]1[CH:18]=[CH:17][C:5]2[CH2:6][CH2:7][N:8]([C:11](=[O:16])[C:12]([F:15])([F:14])[F:13])[CH2:9][CH2:10][C:4]=2[C:3]=1[NH:41][CH2:40][C:39]1[CH:42]=[CH:43][C:36]([C:33]2[CH:34]=[CH:35][N:31]([CH2:30][CH:27]3[CH2:29][CH2:28]3)[N:32]=2)=[CH:37][CH:38]=1. (3) Given the reactants [Cl:1][C:2]1[C:3]([NH:10][CH2:11][C:12]2[CH:13]=[C:14]([OH:18])[CH:15]=[CH:16][CH:17]=2)=[N:4][C:5]([CH3:9])=[N:6][C:7]=1[CH3:8].Cl[C:20]1[CH:21]=[CH:22][C:23]2[N:24]([C:26]([N+:29]([O-:31])=[O:30])=[CH:27][N:28]=2)[N:25]=1.C(=O)([O-])[O-].[K+].[K+], predict the reaction product. The product is: [Cl:1][C:2]1[C:3]([NH:10][CH2:11][C:12]2[CH:17]=[CH:16][CH:15]=[C:14]([O:18][C:20]3[CH:21]=[CH:22][C:23]4[N:24]([C:26]([N+:29]([O-:31])=[O:30])=[CH:27][N:28]=4)[N:25]=3)[CH:13]=2)=[N:4][C:5]([CH3:9])=[N:6][C:7]=1[CH3:8]. (4) The product is: [NH2:4][C:5]1[N:10]=[CH:9][N:8]=[C:7]([C:11]2[S:15][C:14]([C:16]([NH:18][CH2:19][C:20]3[CH:25]=[CH:24][CH:23]=[C:22]([O:26][CH3:27])[CH:21]=3)=[O:17])=[CH:13][CH:12]=2)[CH:6]=1. Given the reactants C([NH:4][C:5]1[N:10]=[CH:9][N:8]=[C:7]([C:11]2[S:15][C:14]([C:16]([NH:18][CH2:19][C:20]3[CH:25]=[CH:24][CH:23]=[C:22]([O:26][CH3:27])[CH:21]=3)=[O:17])=[CH:13][CH:12]=2)[CH:6]=1)C=C.CN1C(=O)CC(=O)N(C)C1=O, predict the reaction product. (5) Given the reactants Br[CH2:2][CH2:3][CH2:4][CH2:5][CH2:6][C:7]1([CH2:17][CH3:18])[C:15]2[C:10](=[CH:11][CH:12]=[CH:13][CH:14]=2)[NH:9][C:8]1=[O:16].[Cl:19][C:20]1[CH:25]=[CH:24][CH:23]=[CH:22][C:21]=1[N:26]1[CH2:31][CH2:30][NH:29][CH2:28][CH2:27]1, predict the reaction product. The product is: [ClH:19].[Cl:19][C:20]1[CH:25]=[CH:24][CH:23]=[CH:22][C:21]=1[N:26]1[CH2:31][CH2:30][N:29]([CH2:2][CH2:3][CH2:4][CH2:5][CH2:6][C:7]2([CH2:17][CH3:18])[C:15]3[C:10](=[CH:11][CH:12]=[CH:13][CH:14]=3)[NH:9][C:8]2=[O:16])[CH2:28][CH2:27]1. (6) The product is: [F:1][C:2]([F:15])([F:14])[C:3]1[CH:4]=[C:5]([C:18](=[O:20])[CH3:19])[CH:6]=[C:7]([C:9]([F:12])([F:11])[F:10])[CH:8]=1. Given the reactants [F:1][C:2]([F:15])([F:14])[C:3]1[CH:4]=[C:5](Br)[CH:6]=[C:7]([C:9]([F:12])([F:11])[F:10])[CH:8]=1.[Mg].[Br-].[C:18](OC(=O)C)(=[O:20])[CH3:19].[OH-].[Na+], predict the reaction product. (7) Given the reactants Br[C:2]1[CH:7]=[CH:6][C:5]([F:8])=[CH:4][C:3]=1[C@H:9]1[CH2:13][C:12]([F:15])([F:14])[CH2:11][N:10]1[C:16]([O:18][C:19]([CH3:22])([CH3:21])[CH3:20])=[O:17].C1C[O:26][CH2:25]C1.N12CCCN=C1CCCCC2.[CH:39]([NH2:42])([CH3:41])[CH3:40], predict the reaction product. The product is: [F:14][C:12]1([F:15])[CH2:11][N:10]([C:16]([O:18][C:19]([CH3:22])([CH3:21])[CH3:20])=[O:17])[C@@H:9]([C:3]2[CH:4]=[C:5]([F:8])[CH:6]=[CH:7][C:2]=2[C:25](=[O:26])[NH:42][CH:39]([CH3:41])[CH3:40])[CH2:13]1.